This data is from Reaction yield outcomes from USPTO patents with 853,638 reactions. The task is: Predict the reaction yield, written as a fraction of the theoretical maximum amount of product (1.0 means a 100% yield; for example, 0.34 means a 34% yield). (1) The reactants are [C:1]([CH2:3][N:4]1[CH2:8][CH2:7][N:6]([CH2:9][C:10]#[N:11])[CH:5]1[C:12]1[CH:17]=[CH:16][CH:15]=[CH:14][CH:13]=1)#[N:2].[H-].[H-].[H-].[H-].[Li+].[Al+3].[CH:24](=O)[C:25]1[CH:30]=[CH:29][CH:28]=[CH:27][CH:26]=1.[Al]. The catalyst is C1COCC1.O. The product is [CH:24](=[N:11][CH2:10][CH2:9][N:6]1[CH2:7][CH2:8][N:4]([CH2:3][CH2:1][N:2]=[CH:5][C:12]2[CH:17]=[CH:16][CH:15]=[CH:14][CH:13]=2)[CH:5]1[C:12]1[CH:17]=[CH:16][CH:15]=[CH:14][CH:13]=1)[C:25]1[CH:30]=[CH:29][CH:28]=[CH:27][CH:26]=1. The yield is 0.320. (2) The catalyst is CO.[C].[Pd]. The product is [CH2:35]([CH:32]1[CH2:31][CH2:30][N:29]([CH2:28][CH2:27][CH2:26][N:19]([C:20]2[CH:21]=[CH:22][CH:23]=[CH:24][CH:25]=2)[C:18]([NH:17][CH:14]2[CH2:15][CH2:16][NH:11][CH2:12][CH2:13]2)=[O:42])[CH2:34][CH2:33]1)[C:36]1[CH:37]=[CH:38][CH:39]=[CH:40][CH:41]=1. The reactants are C(OC([N:11]1[CH2:16][CH2:15][CH:14]([NH:17][C:18](=[O:42])[N:19]([CH2:26][CH2:27][CH2:28][N:29]2[CH2:34][CH2:33][CH:32]([CH2:35][C:36]3[CH:41]=[CH:40][CH:39]=[CH:38][CH:37]=3)[CH2:31][CH2:30]2)[C:20]2[CH:25]=[CH:24][CH:23]=[CH:22][CH:21]=2)[CH2:13][CH2:12]1)=O)C1C=CC=CC=1. The yield is 0.980. (3) The reactants are Cl[Si](C)(C)C.[CH3:6][O:7][CH:8]1[CH2:13][CH2:12][CH2:11][CH2:10][C:9]1=[O:14].Br[CH2:16][C:17](=[CH2:23])[C:18](OCC)=[O:19].[Cl-].[NH4+]. The catalyst is C1COCC1.[Zn].C(OCC)(=O)C. The product is [CH3:6][O:7][CH:8]1[CH2:13][CH2:12][CH2:11][CH2:10][C:9]21[O:14][C:18](=[O:19])[C:17](=[CH2:16])[CH2:23]2. The yield is 0.630.